Dataset: Full USPTO retrosynthesis dataset with 1.9M reactions from patents (1976-2016). Task: Predict the reactants needed to synthesize the given product. (1) Given the product [C:4]1([C:10](=[N:17][CH2:18][C:19]2([C:34]([OH:36])=[O:35])[CH2:24][CH2:23][N:22]([C:25]3[C:26]4[CH:33]=[CH:32][NH:31][C:27]=4[N:28]=[CH:29][N:30]=3)[CH2:21][CH2:20]2)[C:11]2[CH:12]=[CH:13][CH:14]=[CH:15][CH:16]=2)[CH:5]=[CH:6][CH:7]=[CH:8][CH:9]=1, predict the reactants needed to synthesize it. The reactants are: O.[OH-].[Li+].[C:4]1([C:10](=[N:17][CH2:18][C:19]2([C:34]([O:36]CC)=[O:35])[CH2:24][CH2:23][N:22]([C:25]3[C:26]4[CH:33]=[CH:32][NH:31][C:27]=4[N:28]=[CH:29][N:30]=3)[CH2:21][CH2:20]2)[C:11]2[CH:16]=[CH:15][CH:14]=[CH:13][CH:12]=2)[CH:9]=[CH:8][CH:7]=[CH:6][CH:5]=1. (2) Given the product [CH2:10]([N:14]([CH2:15][CH2:16][CH2:17][CH3:18])[C:2]1[CH:9]=[CH:8][C:5]([C:6]#[N:7])=[CH:4][CH:3]=1)[CH2:11][CH2:12][CH3:13], predict the reactants needed to synthesize it. The reactants are: Cl[C:2]1[CH:9]=[CH:8][C:5]([C:6]#[N:7])=[CH:4][CH:3]=1.[CH2:10]([NH:14][CH2:15][CH2:16][CH2:17][CH3:18])[CH2:11][CH2:12][CH3:13].[O-]P([O-])([O-])=O.[K+].[K+].[K+].